Dataset: Human Reference Interactome with 51,813 positive PPI pairs across 8,248 proteins, plus equal number of experimentally-validated negative pairs. Task: Binary Classification. Given two protein amino acid sequences, predict whether they physically interact or not. (1) Protein 1 (ENSG00000205363) has sequence MNIRGAPDLGQPSDDPSSGGERERIRQRMKMVIGQLEGILRELKEVAKELREVVSQIDKLTSDFDFELEPDDWTTATVSSTSSSDKAGMGGPFDLGHLDFMTADILSDSWEFCSFLDVSTPSDSVDGPESTRPGAGPDYRLMNGGTPIPNGPRVETPDSSSEEAFGAGPTVKSQLPQRTPGTRERVRFSDKVLYHALCCDDEEGDGEQEVEEEEVGLPPEPAHTEAHAGPHKPSPAPYKSRRSPLTSRHSGSTLAPEQTRRVTRNSSTQTVSDKSTQTVLPYTATRQKARGKN*MKMVIG.... Protein 2 (ENSG00000175556) has sequence MESVRIEQMLSLPAEVSSDNLESAERGASAAQVDMGPHPKVAAEGPAPLPTREPEQEQSPGTSTPESKVLLTQADALASRGRIREALEVYRQLSERQQLVAEQLEQLVRCLAEKVPQGEALAPAPPDEGSTASGTVAAEETGAAAAAAATEVWDGFKCRKCHGFLSDPVSLSCGHTFCKLCLERGRAADRRCALCGVKLSALMVATGRARGARRAGQQPPPPLRVNVVLSGLLGKLFPGPARASQLRHEGNRLYRERQVEAALLKYNEAVKLAPNDHLLYSNRSQIYFTLESHENALHDA.... Result: 0 (the proteins do not interact). (2) Protein 1 (ENSG00000126746) has sequence MEESHFNSNPYFWPSIPTVSGQIENTMFINKMKDQLLPEKGCGLAPPHYPTLLTVPASVSLPSGISMDTESKSDQLTPHSQASVTQNITVVPVPSTGLMTAGVSCSQRWRREGSQSRGPGLVITSPSGSLVTTASSAQTFPISAPMIVSALPPGSQALQVVPDLSKKVASTLTEEGGGGGGGGGSVAPKPPRGRKKKRMLESGLPEMNDPYVLSPEDDDDHQKDGKTYRCRMCSLTFYSKSEMQIHSKSHTETKPHKCPHCSKTFANSSYLAQHIRIHSGAKPYSCNFCEKSFRQLSHLQ.... Result: 0 (the proteins do not interact). Protein 2 (ENSG00000043093) has sequence MNKLKSSQKDKVRQFMIFTQSSEKTAVSCLSQNDWKLDVATDNFFQNPELYIRESVKGSLDRKKLEQLYNRYKDPQDENKIGIDGIQQFCDDLALDPASISVLIIAWKFRAATQCEFSKQEFMDGMTELGCDSIEKLKAQIPKMEQELKEPGRFKDFYQFTFNFAKNPGQKGLDLEMAIAYWNLVLNGRFKFLDLWNKFLLEHHKRSIPKDTWNLLLDFSTMIADDMSNYDEEGAWPVLIDDFVEFARPQIAGTKSTTV*MIFTQSSEKTAVSCLSQNDWKLDVATDNFFQNPELYIRES.... (3) Protein 1 (ENSG00000182287) has sequence MQFMLLFSRQGKLRLQKWYVPLSDKEKKKITRELVQTVLARKPKMCSFLEWRDLKIVYKRYASLYFCCAIEDQDNELITLEIIHRYVELLDKYFGSVCELDIIFNFEKAYFILDEFLLGGEVQETSKKNVLKAIEQADLLQEEAETPRSVLEEIGLT*MQFMLLFSRQGKLRLQKWYVPLSDKEKKKITRELVQTVLARKPKMCSFLEWRDLKIVYKRYASLYFCCAIEDQDNELITLEIIHRYVELLDKYFGSVCELDIIFNFEKAYFILDEFLLGGEVQETSKKNVLKAIEQADLLQE.... Protein 2 (ENSG00000156587) has sequence MMASMRVVKELEDLQKKPPPYLRNLSSDDANVLVWHALLLPDQPPYHLKAFNLRISFPPEYPFKPPMIKFTTKIYHPNVDENGQICLPIISSENWKPCTKTCQVLEALNVLVNRPNIREPLRMDLADLLTQNPELFRKNAEEFTLRFGVDRPS*MIKFTTKIYHPNVDENGQICLPIISSENWKPCTKTCQVLEALNVLVNRPNIREPLRMDLADLLTQNPELFRKNAEEFTLRFGVDRPS*MRRWTWKASWSRWLAFELEDLQKKPPPYLRNLSSDDANVLVWHALLLPDQPPYHLKAF.... Result: 0 (the proteins do not interact). (4) Protein 1 (ENSG00000141452) has sequence MGEEDYYLELCERPVQFEKANPVNCVFFDEANKQVFAVRSGGATGVVVKGPDDRNPISFRMDDKGEVKCIKFSLENKILAVQRTSKTVDFCNFIPDNSQLEYTQECKTKNANILGFCWTSSTEIVFITDQGIEFYQVLPEKRSLKLLKSHNLNVNWYMYCPESAVILLSTTVLENVLQPFHFRAGTMSKLPKFEIELPAAPKSTKPSLSERDIAMATIYGQLYVLFLRHHSRTSNSTGAEVVLYHLPREGACKKMHILKLNRTGKFALNVVDNLVVVHHQDTETSVIFDIKLRGEFDGSV.... Protein 2 (ENSG00000005102) has sequence MDPAASSCMRSLQPPAPVWGCLRNPHSEGNGASGLPHYPPTPFSFHQKPDFLATATAAYPDFSASCLAATPHSLPQEEHIFTEQHPAFPQSPNWHFPVSDARRRPNSGPAGGSKEMGTSSLGLVDTTGGPGDDYGVLGSTANETEKKSSRRRKESSDNQENRGKPEGSSKARKERTAFTKEQLRELEAEFAHHNYLTRLRRYEIAVNLDLSERQVKVWFQNRRMKWKRVKGGQPISPNGQDPEDGDSTASPSSE*MGTSSLGLVDTTGGPGDDYGVLGSTANETEKKSSRRRKESSDNQE.... Result: 0 (the proteins do not interact). (5) Protein 1 (ENSG00000109099) has sequence MLLLLLSIIVLHVAVLVLLFVSTIVSQWIVGNGHATDLWQNCSTSSSGNVHHCFSSSPNEWLQSVQATMILSIIFSILSLFLFFCQLFTLTKGGRFYITGIFQILAGLCVMSAAAIYTVRHPEWHLNSDYSYGFAYILAWVAFPLALLSGVIYVILRKRE*MLLLLLSIIVLHVAVLVLLFVSTIVSQWIVGNGHATDLWQNCSTSSSGNVHHCFSSSPNVCPGHHDPVDHLQHSVSVPVLLPTLHPHQGGQVLHHWNLPNSCWSVRDECCGHLHGEAPGVASQLGLLLRFRLHPGLGGL.... Protein 2 (ENSG00000164040) has sequence MAAGDGDVKLGTLGSGSESSNDGGSESPGDAGAAAEGGGWAAAALALLTGGGEMLLNVALVALVLLGAYRLWVRWGRRGLGAGAGAGEESPATSLPRMKKRDFSLEQLRQYDGSRNPRILLAVNGKVFDVTKGSKFYGPAGPYGIFAGRDASRGLATFCLDKDALRDEYDDLSDLNAVQMESVREWEMQFKEKYDYVGRLLKPGEEPSEYTDEEDTKDHNKQD*MESVREWEMQFKEKYDYVGRLLKPGEEPSEYTDEEDTKDHNKQD*KFYGPGEELEGEGKDPLQLKHNPLRTGRPLG.... Result: 1 (the proteins interact). (6) Protein 1 (ENSG00000270806) has sequence MDKHGVKTPLWKKETEELRAEDAEQEEGKEGSEDEDEDNQRPLEDSATEGEEPPRVAEEGEGRERRSVSYCPLRQESSTQQEAEPPGGAVRAGDPATTAAPRGLCLLRAPLLQEMQESAQPPSLCGALRSGSPGSG*MDKHGVKTPLWKKETEELRAEDAEQEEGKEGSEDEDEDNQRPLEDSATEGEEPPRVAEEGEGRERRSVSYCPLRQESSTQQVALLRRADSGFWGWLGPLALLGGLTAPTDRKRSLPEEPCVLEIRRRPPRRGGCACCELLFCKKCRSLHSHPAYVAHCVLDHP.... Protein 2 (ENSG00000188321) has sequence MVAGWLTNYSQDSVTFEDVAVDFTQEEWTLLDQTQRNLYRDVMLENYKNLVAVDWESHINTKWSAPQQNFLQGKTSSVVEMNSE*MVAGWLTNYSQDSVTFEDVAVDFTQEEWTLLDQTQRNLYRDVMLENYKNLVAVDWESHINTKWSAPQQNFLQGKTSSVVEMERNHFGEELFDFNQCEKALSEHSCLKTHRRTYFRKKTCECNQCEKAFRKPSIFTLHKKTDIGEELPNCNQCETAFSQHLHLVCKKTSQNLHLVCKKTHTQEKPYKCSDCEKGLPSSSHLRECVRIYGGERPYTH.... Result: 0 (the proteins do not interact).